This data is from Full USPTO retrosynthesis dataset with 1.9M reactions from patents (1976-2016). The task is: Predict the reactants needed to synthesize the given product. (1) Given the product [CH2:1]([S:11]([OH:13])(=[O:16])=[O:12])[CH2:2][S:3][S:4][CH2:5][CH2:6][S:7]([OH:9])(=[O:8])=[O:20], predict the reactants needed to synthesize it. The reactants are: [CH2:1]([S:11](Cl)(=[O:13])=[O:12])[CH2:2][S:3][S:4][CH2:5][CH2:6][S:7](Cl)(=[O:9])=[O:8].S(Cl)(Cl)(=O)=[O:16].[OH2:20]. (2) Given the product [CH3:2][C:1]([CH3:4])([S@@:5]([NH:7][C@@H:8]([C:9]1[N:13]([CH3:14])[CH:12]=[C:11]([C:15]([O:17][C:18]([CH3:21])([CH3:20])[CH3:19])=[O:16])[CH:10]=1)[CH3:22])=[O:6])[CH3:3], predict the reactants needed to synthesize it. The reactants are: [C:1]([S@@:5](/[N:7]=[CH:8]/[C:9]1[N:13]([CH3:14])[CH:12]=[C:11]([C:15]([O:17][C:18]([CH3:21])([CH3:20])[CH3:19])=[O:16])[CH:10]=1)=[O:6])([CH3:4])([CH3:3])[CH3:2].[CH3:22][Mg]Br. (3) Given the product [CH3:2][O:3][C:4](=[O:30])[C:5]([NH:78][C:35](=[O:37])[C:34]1[CH:33]=[CH:32][CH:40]=[CH:39][CH:38]=1)([NH:8][C:9]([C:11]1[C:16]([CH3:17])=[N:15][C:14]([NH:18][CH2:19][CH2:20][CH2:21][C:22]2[CH:27]=[CH:26][CH:25]=[C:24]([OH:28])[CH:23]=2)=[N:13][C:12]=1[CH3:29])=[O:10])[CH2:51][OH:55], predict the reactants needed to synthesize it. The reactants are: Cl.[CH3:2][O:3][C:4](=[O:30])[C@@H:5]([NH:8][C:9]([C:11]1[C:12]([CH3:29])=[N:13][C:14]([NH:18][CH2:19][CH2:20][CH2:21][C:22]2[CH:27]=[CH:26][CH:25]=[C:24]([OH:28])[CH:23]=2)=[N:15][C:16]=1[CH3:17])=[O:10])CN.O[C:32]1[CH:33]=[C:34]([CH:38]=[CH:39][CH:40]=1)[C:35]([OH:37])=O.C(N(CC)CC)C.CN([C:51]([O:55]N1N=NC2C=CC=CC1=2)=[N+](C)C)C.F[P-](F)(F)(F)(F)F.C1C=CC2N(O)N=[N:78]C=2C=1. (4) The reactants are: [O:1]=[C:2]1[CH:7]=[CH:6][CH:5]=[CH:4][N:3]1[C:8]1[CH:16]=[CH:15][C:11]([C:12](O)=[O:13])=[CH:10][CH:9]=1.CCN(CC)CC.ClC(OCC)=O.[BH4-].[Na+].[O-]S([O-])(=O)=O.[Na+].[Na+]. Given the product [O:1]=[C:2]1[CH:7]=[CH:6][CH:5]=[CH:4][N:3]1[C:8]1[CH:16]=[CH:15][C:11]([CH:12]=[O:13])=[CH:10][CH:9]=1, predict the reactants needed to synthesize it.